Task: Predict which catalyst facilitates the given reaction.. Dataset: Catalyst prediction with 721,799 reactions and 888 catalyst types from USPTO (1) Reactant: [NH2:1][C:2]1[CH:7]=[C:6]([O:8][C:9]2[C:18]3[C:13](=[CH:14][CH:15]=[CH:16][CH:17]=3)[C:12]([NH:19][C:20]([NH:22][C:23]3[N:27]([C:28]4[CH:33]=[CH:32][C:31]([CH3:34])=[CH:30][CH:29]=4)[N:26]=[C:25]([C:35]([CH3:38])([CH3:37])[CH3:36])[CH:24]=3)=[O:21])=[CH:11][CH:10]=2)[CH:5]=[CH:4][N:3]=1.CCN(C(C)C)C(C)C.[C:48](Cl)(=[O:50])[CH3:49]. Product: [C:35]([C:25]1[CH:24]=[C:23]([NH:22][C:20](=[O:21])[NH:19][C:12]2[C:13]3[C:18](=[CH:17][CH:16]=[CH:15][CH:14]=3)[C:9]([O:8][C:6]3[CH:5]=[CH:4][N:3]=[C:2]([NH:1][C:48](=[O:50])[CH3:49])[CH:7]=3)=[CH:10][CH:11]=2)[N:27]([C:28]2[CH:29]=[CH:30][C:31]([CH3:34])=[CH:32][CH:33]=2)[N:26]=1)([CH3:38])([CH3:37])[CH3:36]. The catalyst class is: 1. (2) Reactant: [Cl:1][C:2]1[CH:10]=[C:9]2[C:5]([CH2:6][C:7](=[O:11])[NH:8]2)=[CH:4][C:3]=1[CH2:12][CH2:13]Cl.Cl.[N:16]1([C:22]2[C:26]3[CH:27]=[CH:28][CH:29]=[CH:30][C:25]=3[S:24][N:23]=2)[CH2:21][CH2:20][NH:19][CH2:18][CH2:17]1.C(=O)([O-])[O-].[Na+].[Na+].CN1CCCC1=O. Product: [CH:28]1[CH:29]=[CH:30][C:25]2[S:24][N:23]=[C:22]([N:16]3[CH2:17][CH2:18][N:19]([CH2:13][CH2:12][C:3]4[CH:4]=[C:5]5[CH2:6][C:7](=[O:11])[NH:8][C:9]5=[CH:10][C:2]=4[Cl:1])[CH2:20][CH2:21]3)[C:26]=2[CH:27]=1. The catalyst class is: 6. (3) Reactant: [F:1][C:2]1[C:3]([S:13][CH:14]([CH3:16])[CH3:15])=[C:4]([CH:7]=[C:8]([N+:10]([O-:12])=[O:11])[CH:9]=1)[CH:5]=O.[CH3:17][NH2:18].[BH4-].[Na+].[CH3:21][C:22]([O:25][C:26]([O:28]C(OC(C)(C)C)=O)=O)([CH3:24])[CH3:23]. Product: [F:1][C:2]1[C:3]([S:13][CH:14]([CH3:16])[CH3:15])=[C:4]([CH:7]=[C:8]([N+:10]([O-:12])=[O:11])[CH:9]=1)[CH2:5][N:18]([CH3:17])[C:26](=[O:28])[O:25][C:22]([CH3:24])([CH3:23])[CH3:21]. The catalyst class is: 5. (4) Product: [CH3:1][N:2]([C:4]([NH:6][C:7]([NH2:9])=[NH:8])=[NH:5])[CH3:3].[C:15]([O-:23])(=[O:22])[CH2:16][CH2:17][CH2:18][C:19]([O-:21])=[O:20]. The catalyst class is: 95. Reactant: [CH3:1][N:2]([C:4]([NH:6][C:7]([NH2:9])=[NH:8])=[NH:5])[CH3:3].CC(C)=O.O.[C:15]([OH:23])(=[O:22])[CH2:16][CH2:17][CH2:18][C:19]([OH:21])=[O:20]. (5) Reactant: C(OC([N:8]1[CH2:12][CH2:11][CH:10]([NH:13][CH2:14][C:15]2[CH:20]=[CH:19][C:18]([N:21]([CH3:32])[C:22]3[N:27]=[CH:26][C:25]4[N:28]=[CH:29][N:30]([CH3:31])[C:24]=4[CH:23]=3)=[C:17]([CH2:33][CH3:34])[CH:16]=2)[CH2:9]1)=O)(C)(C)C.C(O)(C(F)(F)F)=O. Product: [CH2:33]([C:17]1[CH:16]=[C:15]([CH2:14][NH:13][CH:10]2[CH2:11][CH2:12][NH:8][CH2:9]2)[CH:20]=[CH:19][C:18]=1[N:21]([CH3:32])[C:22]1[CH:23]=[C:24]2[N:30]([CH3:31])[CH:29]=[N:28][C:25]2=[CH:26][N:27]=1)[CH3:34]. The catalyst class is: 2. (6) Reactant: Cl[C:2]1[S:6][C:5]([CH2:7][N:8]([CH2:21][C:22]([F:25])([F:24])[F:23])[C:9]2[CH:16]=[CH:15][C:12]([C:13]#[N:14])=[C:11]([C:17]([F:20])([F:19])[F:18])[CH:10]=2)=[CH:4][CH:3]=1. Product: [S:6]1[CH:2]=[CH:3][CH:4]=[C:5]1[CH2:7][N:8]([CH2:21][C:22]([F:23])([F:24])[F:25])[C:9]1[CH:16]=[CH:15][C:12]([C:13]#[N:14])=[C:11]([C:17]([F:18])([F:19])[F:20])[CH:10]=1. The catalyst class is: 19. (7) Reactant: [OH:1][C@H:2]1[CH2:7][CH2:6][C@H:5]([N:8]2[C:13](=[O:14])[C:12]([CH2:15][C:16]3[CH:21]=[CH:20][C:19]([C:22]4[C:23]([C:28]#[N:29])=[CH:24][CH:25]=[CH:26][CH:27]=4)=[CH:18][CH:17]=3)=[C:11]([CH2:30][CH2:31][CH3:32])[N:10]3[N:33]=[CH:34][CH:35]=[C:9]23)[CH2:4][CH2:3]1.N1C=CN=C1.[C:41]([Si:45](Cl)([CH3:47])[CH3:46])([CH3:44])([CH3:43])[CH3:42].C(=O)([O-])O.[Na+]. Product: [Si:45]([O:1][C@H:2]1[CH2:3][CH2:4][C@H:5]([N:8]2[C:13](=[O:14])[C:12]([CH2:15][C:16]3[CH:21]=[CH:20][C:19]([C:22]4[C:23]([C:28]#[N:29])=[CH:24][CH:25]=[CH:26][CH:27]=4)=[CH:18][CH:17]=3)=[C:11]([CH2:30][CH2:31][CH3:32])[N:10]3[N:33]=[CH:34][CH:35]=[C:9]23)[CH2:6][CH2:7]1)([C:41]([CH3:44])([CH3:43])[CH3:42])([CH3:47])[CH3:46]. The catalyst class is: 42. (8) Reactant: [CH:1]([C:3]1[C:11]([O:12][CH3:13])=[CH:10][C:9]([CH3:14])=[C:8]2[C:4]=1[CH:5]=[CH:6][N:7]2[C:15]([O:17][C:18]([CH3:21])([CH3:20])[CH3:19])=[O:16])=O.[CH2:22]([O:24][C@H:25]1[CH2:30][CH2:29][NH:28][C@H:27]([C:31]2[CH:40]=[CH:39][C:34]([C:35]([O:37][CH3:38])=[O:36])=[CH:33][CH:32]=2)[CH2:26]1)[CH3:23].[BH-](OC(C)=O)(OC(C)=O)OC(C)=O.[Na+]. Product: [CH2:22]([O:24][C@H:25]1[CH2:30][CH2:29][N:28]([CH2:1][C:3]2[C:11]([O:12][CH3:13])=[CH:10][C:9]([CH3:14])=[C:8]3[C:4]=2[CH:5]=[CH:6][N:7]3[C:15]([O:17][C:18]([CH3:21])([CH3:20])[CH3:19])=[O:16])[C@H:27]([C:31]2[CH:32]=[CH:33][C:34]([C:35]([O:37][CH3:38])=[O:36])=[CH:39][CH:40]=2)[CH2:26]1)[CH3:23]. The catalyst class is: 839. (9) Reactant: Cl.[CH:2]([N:5]1[C:13]2[C:8](=[CH:9][CH:10]=[CH:11][CH:12]=2)[C:7]([C:14](=[O:24])[C:15]([NH:17][CH:18]2[CH2:23][CH2:22][NH:21][CH2:20][CH2:19]2)=[O:16])=[CH:6]1)([CH3:4])[CH3:3].C([O-])([O-])=O.[K+].[K+].[CH2:31](Br)[CH2:32][CH2:33][CH3:34]. Product: [CH2:31]([N:21]1[CH2:20][CH2:19][CH:18]([NH:17][C:15](=[O:16])[C:14]([C:7]2[C:8]3[C:13](=[CH:12][CH:11]=[CH:10][CH:9]=3)[N:5]([CH:2]([CH3:4])[CH3:3])[CH:6]=2)=[O:24])[CH2:23][CH2:22]1)[CH2:32][CH2:33][CH3:34]. The catalyst class is: 10. (10) Reactant: [O:1]=[C:2]1[C:6]2([CH2:11][CH2:10][N:9]([CH2:12][CH2:13][CH2:14][N:15]3[C:19]4[CH:20]=[CH:21][CH:22]=[CH:23][C:18]=4[NH:17][C:16]3=[O:24])[CH2:8][CH2:7]2)[N:5]([C:25]2[CH:30]=[CH:29][CH:28]=[CH:27][CH:26]=2)[CH2:4][N:3]1[CH:31]([C:37]1[CH:42]=[CH:41][CH:40]=[CH:39][CH:38]=1)[CH2:32][C:33]([O:35]C)=[O:34].O.[OH-].[Li+]. Product: [O:1]=[C:2]1[C:6]2([CH2:11][CH2:10][N:9]([CH2:12][CH2:13][CH2:14][N:15]3[C:19]4[CH:20]=[CH:21][CH:22]=[CH:23][C:18]=4[NH:17][C:16]3=[O:24])[CH2:8][CH2:7]2)[N:5]([C:25]2[CH:26]=[CH:27][CH:28]=[CH:29][CH:30]=2)[CH2:4][N:3]1[CH:31]([C:37]1[CH:42]=[CH:41][CH:40]=[CH:39][CH:38]=1)[CH2:32][C:33]([OH:35])=[O:34]. The catalyst class is: 24.